Dataset: Forward reaction prediction with 1.9M reactions from USPTO patents (1976-2016). Task: Predict the product of the given reaction. (1) Given the reactants Cl.Cl.[CH3:3][N:4]1[CH:12]=[C:11]2[C:6]([CH:7]=[CH:8][CH:9]=[C:10]2[C@@H:13]2[CH2:15][C@H:14]2[CH2:16][NH2:17])=[N:5]1.C(N(CC)CC)C.[C:25](OC(=O)C)(=[O:27])[CH3:26], predict the reaction product. The product is: [CH3:3][N:4]1[CH:12]=[C:11]2[C:6]([CH:7]=[CH:8][CH:9]=[C:10]2[C@@H:13]2[CH2:15][C@H:14]2[CH2:16][NH:17][C:25](=[O:27])[CH3:26])=[N:5]1. (2) The product is: [CH3:24][C:20]1[CH:21]=[CH:22][C:23]2[C:14]([NH:7][C:6]3[CH:8]=[CH:9][CH:10]=[C:4]([O:3][C:2]([F:11])([F:12])[F:1])[CH:5]=3)=[N:15][CH:16]=[CH:17][C:18]=2[C:19]=1[NH:25][C:26]1[C:31]([C:32]2[CH:37]=[C:36]([NH:38][CH3:39])[N:35]=[CH:34][N:33]=2)=[CH:30][CH:29]=[CH:28][N:27]=1. Given the reactants [F:1][C:2]([F:12])([F:11])[O:3][C:4]1[CH:5]=[C:6]([CH:8]=[CH:9][CH:10]=1)[NH2:7].Cl[C:14]1[C:23]2[CH:22]=[CH:21][C:20]([CH3:24])=[C:19]([NH:25][C:26]3[C:31]([C:32]4[CH:37]=[C:36]([NH:38][CH3:39])[N:35]=[CH:34][N:33]=4)=[CH:30][CH:29]=[CH:28][N:27]=3)[C:18]=2[CH:17]=[CH:16][N:15]=1.C1(P(C2CCCCC2)C2C=CC=CC=2C2C=CC=CC=2N(C)C)CCCCC1.C[Si]([N-][Si](C)(C)C)(C)C.[Li+], predict the reaction product. (3) Given the reactants [NH2:1][C:2]1[CH:18]=[CH:17][CH:16]=[CH:15][C:3]=1[C:4]([NH:6][CH2:7][CH2:8][C:9]1[CH:14]=[CH:13][CH:12]=[CH:11][CH:10]=1)=[O:5].[CH:19](=O)[C:20]1[CH:25]=[CH:24][CH:23]=[CH:22][CH:21]=1, predict the reaction product. The product is: [CH2:7]([N:6]1[C:4](=[O:5])[C:3]2[C:2](=[CH:18][CH:17]=[CH:16][CH:15]=2)[NH:1][CH:19]1[C:20]1[CH:25]=[CH:24][CH:23]=[CH:22][CH:21]=1)[CH2:8][C:9]1[CH:10]=[CH:11][CH:12]=[CH:13][CH:14]=1. (4) The product is: [Cl:1][C:2]1[CH:3]=[CH:4][C:5]2[S:9][C:8](=[O:10])[N:7]([CH2:11][CH2:12][C:13]([OH:15])=[O:14])[C:6]=2[CH:18]=1. Given the reactants [Cl:1][C:2]1[CH:3]=[CH:4][C:5]2[S:9][C:8](=[O:10])[N:7]([CH2:11][CH2:12][C:13]([O:15]CC)=[O:14])[C:6]=2[CH:18]=1.[OH-].[Na+], predict the reaction product. (5) Given the reactants O[CH2:2][C:3]1[N:4]=[N:5][N:6]([CH2:8][CH2:9][CH3:10])[CH:7]=1.S(Cl)([Cl:13])=O, predict the reaction product. The product is: [Cl:13][CH2:2][C:3]1[N:4]=[N:5][N:6]([CH2:8][CH2:9][CH3:10])[CH:7]=1. (6) Given the reactants [F:1][C:2]1[CH:3]=[C:4]([C:8]2[CH:17]=[CH:16][C:15]3[C:10](=[CH:11][CH:12]=[C:13]([O:18][CH3:19])[CH:14]=3)[C:9]=2[O:20][C:21]2[CH:35]=[CH:34][C:24]([O:25][CH2:26][CH2:27][N:28]3[CH2:33][CH2:32][CH2:31][CH2:30][CH2:29]3)=[CH:23][CH:22]=2)[CH:5]=[CH:6][CH:7]=1.Cl.N(=CCCl)[CH2:38]CCCCC[Cl:44], predict the reaction product. The product is: [ClH:44].[F:1][C:2]1[CH:3]=[C:4]([C:8]2[CH:17]=[CH:16][C:15]3[C:10](=[CH:11][CH:12]=[C:13]([O:18][CH3:19])[CH:14]=3)[C:9]=2[O:20][C:21]2[CH:22]=[CH:23][C:24]([O:25][CH2:26][CH2:27][N:28]3[CH2:29][CH2:30][CH2:38][CH2:31][CH2:32][CH2:33]3)=[CH:34][CH:35]=2)[CH:5]=[CH:6][CH:7]=1. (7) Given the reactants C([O:3][C:4](=O)[CH:5]=[C:6]([C:13]1[CH:14]=[C:15]2[C:19](=[CH:20][CH:21]=1)[NH:18][N:17]=[C:16]2[CH3:22])[C:7]1[CH:12]=[CH:11][CH:10]=[CH:9][CH:8]=1)C.C(OC(=O)C=C(C1C=CC=C2C=1C(C#N)=[CH:39][NH:40]2)C1C=CC=CC=1)C, predict the reaction product. The product is: [CH3:22][C:16]1[C:15]2[C:19](=[CH:20][CH:21]=[C:13]([C:6]([C:7]3[CH:12]=[CH:11][CH:10]=[CH:9][CH:8]=3)=[CH:5][C:4]([NH:40][CH3:39])=[O:3])[CH:14]=2)[NH:18][N:17]=1.